From a dataset of Reaction yield outcomes from USPTO patents with 853,638 reactions. Predict the reaction yield, written as a fraction of the theoretical maximum amount of product (1.0 means a 100% yield; for example, 0.34 means a 34% yield). (1) The reactants are [CH3:1][O:2][C:3]([C:5]1[C:13]([NH:14][C:15]2[CH:20]=[CH:19][C:18]([Br:21])=[CH:17][CH:16]=2)=[C:12]([F:22])[C:8]2[N:9]=[CH:10][NH:11][C:7]=2[CH:6]=1)=[O:4].[Cl:23]N1C(=O)CCC1=O. The catalyst is CN(C)C=O. The product is [CH3:1][O:2][C:3]([C:5]1[C:13]([NH:14][C:15]2[CH:20]=[CH:19][C:18]([Br:21])=[CH:17][C:16]=2[Cl:23])=[C:12]([F:22])[C:8]2[N:9]=[CH:10][NH:11][C:7]=2[CH:6]=1)=[O:4]. The yield is 0.870. (2) The reactants are [CH3:1][N:2]1[CH:7]=[C:6](B2OC(C)(C)C(C)(C)O2)[CH:5]=[C:4]([NH:17][C:18]2[CH:23]=[CH:22][C:21]([N:24]3[CH2:29][CH2:28][N:27]([CH:30]4[CH2:33][O:32][CH2:31]4)[CH2:26][C@@H:25]3[CH3:34])=[CH:20][N:19]=2)[C:3]1=[O:35].Br[C:37]1[C:42]([CH:43]=[O:44])=[C:41]([Cl:45])[N:40]=[CH:39][CH:38]=1.[O-]P([O-])([O-])=O.[K+].[K+].[K+].C([O-])(=O)C.[Na+]. The catalyst is C1C=CC(P(C2C=CC=CC=2)[C-]2C=CC=C2)=CC=1.C1C=CC(P(C2C=CC=CC=2)[C-]2C=CC=C2)=CC=1.Cl[Pd]Cl.[Fe+2].O.C(#N)C. The product is [Cl:45][C:41]1[N:40]=[CH:39][CH:38]=[C:37]([C:6]2[CH:5]=[C:4]([NH:17][C:18]3[CH:23]=[CH:22][C:21]([N:24]4[CH2:29][CH2:28][N:27]([CH:30]5[CH2:33][O:32][CH2:31]5)[CH2:26][C@@H:25]4[CH3:34])=[CH:20][N:19]=3)[C:3](=[O:35])[N:2]([CH3:1])[CH:7]=2)[C:42]=1[CH:43]=[O:44]. The yield is 0.710. (3) The reactants are [Cl:1][CH2:2][CH2:3][N:4]([CH2:6][C:7]1[CH:12]=[CH:11][C:10]([C:13]2[S:21][C:20]3[C:15](=[N:16][CH:17]=[CH:18][C:19]=3[O:22][C:23]3[CH:28]=[CH:27][C:26]([N+:29]([O-])=O)=[CH:25][C:24]=3[F:32])[CH:14]=2)=[CH:9][CH:8]=1)[CH3:5].Cl[Sn]Cl. The catalyst is CO. The product is [Cl:1][CH2:2][CH2:3][N:4]([CH2:6][C:7]1[CH:8]=[CH:9][C:10]([C:13]2[S:21][C:20]3[C:15](=[N:16][CH:17]=[CH:18][C:19]=3[O:22][C:23]3[CH:28]=[CH:27][C:26]([NH2:29])=[CH:25][C:24]=3[F:32])[CH:14]=2)=[CH:11][CH:12]=1)[CH3:5]. The yield is 1.00.